From a dataset of Catalyst prediction with 721,799 reactions and 888 catalyst types from USPTO. Predict which catalyst facilitates the given reaction. (1) Reactant: [Cl:1]CC([NH:5][C:6]12[CH2:15][C:10]3([CH3:16])[CH2:11][CH:12]([CH2:14][C:8]([CH3:17])([CH2:9]3)[CH2:7]1)[CH2:13]2)=O.NC(N)=S.C(O)(=O)C. Product: [CH3:17][C:8]12[CH2:7][C:6]3([NH2:5])[CH2:13][CH:12]([CH2:11][C:10]([CH3:16])([CH2:15]3)[CH2:9]1)[CH2:14]2.[ClH:1]. The catalyst class is: 8. (2) Reactant: [Cl:1][C:2]1[CH:25]=[CH:24][C:5]([CH2:6][NH:7][C:8]([C:10]2[C:11](=[O:23])[C:12]3[S:19][C:18]([CH2:20]Cl)=[C:17]([CH3:22])[C:13]=3[N:14]([CH3:16])[CH:15]=2)=[O:9])=[CH:4][CH:3]=1.[O:26]1[CH:30]=[CH:29][C:28]([CH:31]([OH:35])[CH2:32][NH:33][CH3:34])=[CH:27]1.C(N(C(C)C)CC)(C)C. The catalyst class is: 18. Product: [Cl:1][C:2]1[CH:25]=[CH:24][C:5]([CH2:6][NH:7][C:8]([C:10]2[C:11](=[O:23])[C:12]3[S:19][C:18]([CH2:20][N:33]([CH2:32][CH:31]([C:28]4[CH:29]=[CH:30][O:26][CH:27]=4)[OH:35])[CH3:34])=[C:17]([CH3:22])[C:13]=3[N:14]([CH3:16])[CH:15]=2)=[O:9])=[CH:4][CH:3]=1. (3) Reactant: [CH2:1]([O:8][C:9](=[O:29])[NH:10][CH2:11][CH:12]([N:18]1C(=O)C2C(=CC=CC=2)C1=O)[CH2:13][O:14][CH:15]([CH3:17])[CH3:16])[C:2]1[CH:7]=[CH:6][CH:5]=[CH:4][CH:3]=1.CN. Product: [NH2:18][CH:12]([CH2:13][O:14][CH:15]([CH3:17])[CH3:16])[CH2:11][NH:10][C:9](=[O:29])[O:8][CH2:1][C:2]1[CH:7]=[CH:6][CH:5]=[CH:4][CH:3]=1. The catalyst class is: 8. (4) Reactant: [N:1]1([C:5]([C:7]2[CH:42]=[CH:41][C:10]([O:11][C:12]3[CH:13]=[C:14]([CH:30]=[C:31]([O:33][C@H:34]4[CH2:38][CH2:37][N:36]([CH3:39])[C:35]4=[O:40])[CH:32]=3)[C:15]([NH:17][C:18]3[CH:22]=[CH:21][N:20](C(OC(C)(C)C)=O)[N:19]=3)=[O:16])=[CH:9][CH:8]=2)=[O:6])[CH2:4][CH2:3][CH2:2]1. Product: [N:1]1([C:5]([C:7]2[CH:42]=[CH:41][C:10]([O:11][C:12]3[CH:13]=[C:14]([CH:30]=[C:31]([O:33][C@H:34]4[CH2:38][CH2:37][N:36]([CH3:39])[C:35]4=[O:40])[CH:32]=3)[C:15]([NH:17][C:18]3[CH:22]=[CH:21][NH:20][N:19]=3)=[O:16])=[CH:9][CH:8]=2)=[O:6])[CH2:4][CH2:3][CH2:2]1. The catalyst class is: 10. (5) Reactant: [F:1][CH:2]([F:24])[O:3][C:4]1[CH:9]=[CH:8][C:7](/[C:10](=[N:22]\O)/[CH:11]2[CH2:14][N:13]([C:15]([O:17][C:18]([CH3:21])([CH3:20])[CH3:19])=[O:16])[CH2:12]2)=[CH:6][CH:5]=1.[H][H]. The catalyst class is: 19. Product: [NH2:22][CH:10]([C:7]1[CH:6]=[CH:5][C:4]([O:3][CH:2]([F:24])[F:1])=[CH:9][CH:8]=1)[CH:11]1[CH2:14][N:13]([C:15]([O:17][C:18]([CH3:21])([CH3:20])[CH3:19])=[O:16])[CH2:12]1. (6) Reactant: [C:1]([C:4]1[C:12]2[C:7](=[CH:8][CH:9]=[CH:10][CH:11]=2)[N:6]([CH2:13][C:14]([OH:16])=O)[N:5]=1)(=[O:3])[NH2:2].[F:17][C:18]([F:23])([F:22])[C:19]([OH:21])=[O:20].[F:24][C:25]([F:42])([F:41])[CH2:26][N:27]1[CH:31]=[CH:30][C:29]([NH:32][C:33]([C@@H:35]2[CH2:40][C@@H:39]3[C@@H:37]([CH2:38]3)[NH:36]2)=[O:34])=[N:28]1.CN(C(ON1N=NC2C=CC=CC1=2)=[N+](C)C)C.F[P-](F)(F)(F)(F)F.CCN(C(C)C)C(C)C. Product: [C:19]([OH:21])([C:18]([F:23])([F:22])[F:17])=[O:20].[O:16]=[C:14]([N:36]1[C@H:35]([C:33](=[O:34])[NH:32][C:29]2[CH:30]=[CH:31][N:27]([CH2:26][C:25]([F:41])([F:42])[F:24])[N:28]=2)[CH2:40][C@@H:39]2[C@H:37]1[CH2:38]2)[CH2:13][N:6]1[C:7]2[C:12](=[CH:11][CH:10]=[CH:9][CH:8]=2)[C:4]([C:1]([NH2:2])=[O:3])=[N:5]1. The catalyst class is: 3.